Dataset: Catalyst prediction with 721,799 reactions and 888 catalyst types from USPTO. Task: Predict which catalyst facilitates the given reaction. (1) The catalyst class is: 5. Product: [CH2:13]([O:12][C:9]1[C:8]([C:17]2[NH:18][C:19](=[O:34])[C:20]3[C:21](=[C:23]([CH2:32][CH3:33])[N:24]([CH:26]4[CH2:29][N:28]([CH2:30][CH3:31])[CH2:27]4)[N:25]=3)[N:22]=2)=[CH:7][C:6]([CH:3]([OH:5])[CH3:4])=[CH:11][N:10]=1)[CH2:14][CH2:15][CH3:16]. Reactant: [BH4-].[Na+].[C:3]([C:6]1[CH:7]=[C:8]([C:17]2[NH:18][C:19](=[O:34])[C:20]3[C:21](=[C:23]([CH2:32][CH3:33])[N:24]([CH:26]4[CH2:29][N:28]([CH2:30][CH3:31])[CH2:27]4)[N:25]=3)[N:22]=2)[C:9]([O:12][CH2:13][CH2:14][CH2:15][CH3:16])=[N:10][CH:11]=1)(=[O:5])[CH3:4]. (2) Reactant: [Cl:1][C:2]1[C:3]([F:29])=[C:4]([C@:8]([C@@H:16]2[CH2:21][CH2:20][CH2:19][N:18](C(OC(C)(C)C)=O)[CH2:17]2)([OH:15])[CH2:9][CH2:10][CH2:11][CH2:12][O:13][CH3:14])[CH:5]=[CH:6][CH:7]=1.C([O-])(O)=O.[Na+]. Product: [Cl:1][C:2]1[C:3]([F:29])=[C:4]([C@:8]([C@@H:16]2[CH2:21][CH2:20][CH2:19][NH:18][CH2:17]2)([OH:15])[CH2:9][CH2:10][CH2:11][CH2:12][O:13][CH3:14])[CH:5]=[CH:6][CH:7]=1. The catalyst class is: 137. (3) Reactant: [NH:1]1[CH:5]=[CH:4][N:3]=[C:2]1[CH:6]=[O:7].[H-].[Na+].[Cl:10][C:11]1[CH:12]=[CH:13][C:14](F)=[C:15]([C:17]([C:19]2[CH:24]=[CH:23][CH:22]=[C:21]([O:25][CH3:26])[C:20]=2[O:27][CH3:28])=[O:18])[CH:16]=1.C(OCC)(=O)C. Product: [Cl:10][C:11]1[CH:12]=[CH:13][C:14]([N:1]2[CH:5]=[CH:4][N:3]=[C:2]2[CH:6]=[O:7])=[C:15]([C:17](=[O:18])[C:19]2[CH:24]=[CH:23][CH:22]=[C:21]([O:25][CH3:26])[C:20]=2[O:27][CH3:28])[CH:16]=1. The catalyst class is: 16. (4) Reactant: [Cl:1][CH2:2][C@@H:3]1[C:11]2[C:6](=[CH:7][C:8]([OH:16])=[C:9]3[CH:14]=[C:13]([CH3:15])[S:12][C:10]3=2)[N:5]([C:17]([O:19][C:20]([CH3:23])([CH3:22])[CH3:21])=[O:18])[CH2:4]1.[C:24](Cl)(=[O:26])[CH3:25]. Product: [C:24]([O:16][C:8]1[CH:7]=[C:6]2[C:11]([C@@H:3]([CH2:2][Cl:1])[CH2:4][N:5]2[C:17]([O:19][C:20]([CH3:23])([CH3:22])[CH3:21])=[O:18])=[C:10]2[S:12][C:13]([CH3:15])=[CH:14][C:9]=12)(=[O:26])[CH3:25]. The catalyst class is: 2. (5) Reactant: [CH3:1][C:2]1[O:6][N:5]=[C:4]([C:7]2[CH:12]=[CH:11][CH:10]=[CH:9][CH:8]=2)[C:3]=1[CH2:13][OH:14].O[C:16]1[CH:20]=[C:19]([CH3:21])[O:18][N:17]=1.C1(P(C2C=CC=CC=2)C2C=CC=CC=2)C=CC=CC=1.N(C(OCC)=O)=NC(OCC)=O. Product: [CH3:1][C:2]1[O:6][N:5]=[C:4]([C:7]2[CH:12]=[CH:11][CH:10]=[CH:9][CH:8]=2)[C:3]=1[CH2:13][O:14][C:16]1[CH:20]=[C:19]([CH3:21])[O:18][N:17]=1. The catalyst class is: 1.